Dataset: Full USPTO retrosynthesis dataset with 1.9M reactions from patents (1976-2016). Task: Predict the reactants needed to synthesize the given product. The reactants are: [N:1]1[N:5]2[C:9](=[O:10])[C:4]3[N:5]([N:1]=[CH:2][CH:3]=3)[C:9](=[O:10])[C:4]2=[CH:3][CH:2]=1.[NH2:15][C:16]1[CH:17]=[CH:18][CH:19]=[C:20]2[C:25]=1[N:24]=[CH:23][CH:22]=[CH:21]2. Given the product [N:24]1[C:25]2[C:20](=[CH:19][CH:18]=[CH:17][C:16]=2[NH:15][C:9]([C:4]2[CH:3]=[CH:2][NH:1][N:5]=2)=[O:10])[CH:21]=[CH:22][CH:23]=1, predict the reactants needed to synthesize it.